This data is from Reaction yield outcomes from USPTO patents with 853,638 reactions. The task is: Predict the reaction yield, written as a fraction of the theoretical maximum amount of product (1.0 means a 100% yield; for example, 0.34 means a 34% yield). (1) The yield is 0.380. The product is [C:1]([C:4]1[CH:5]=[CH:6][C:7]([NH:11][C:12]([CH:14]2[CH2:19][CH2:18][N:17]([C:20]([O:22][C:23]([CH3:26])([CH3:25])[CH3:24])=[O:21])[CH2:16][CH2:15]2)=[O:13])=[C:8]([CH:9]=1)[C:27]([OH:29])=[O:28])(=[O:3])[CH3:2]. The reactants are [C:1]([C:4]1[CH:5]=[CH:6][C:7]([NH:11][C:12]([CH:14]2[CH2:19][CH2:18][N:17]([C:20]([O:22][C:23]([CH3:26])([CH3:25])[CH3:24])=[O:21])[CH2:16][CH2:15]2)=[O:13])=[C:8](I)[CH:9]=1)(=[O:3])[CH3:2].[C:27](=O)([O-:29])[O-:28].[K+].[K+].[OH-].[Na+]. The catalyst is C(#N)C.C1C=CC([P]([Pd]([P](C2C=CC=CC=2)(C2C=CC=CC=2)C2C=CC=CC=2)([P](C2C=CC=CC=2)(C2C=CC=CC=2)C2C=CC=CC=2)[P](C2C=CC=CC=2)(C2C=CC=CC=2)C2C=CC=CC=2)(C2C=CC=CC=2)C2C=CC=CC=2)=CC=1.[Cu](I)I. (2) The reactants are [Cl:1][C:2]1[C:3]([O:12][C:13]2[CH:18]=[C:17]([OH:19])[CH:16]=[CH:15][C:14]=2/[CH:20]=[CH:21]/[C:22]([O:24][CH2:25][CH3:26])=[O:23])=[N:4][CH:5]=[C:6]([C:8]([F:11])([F:10])[F:9])[CH:7]=1.C(=O)([O-])[O-].[K+].[K+].[I-].[Na+].Br[CH2:36][CH2:37][CH:38]1[O:42][CH2:41][CH2:40][O:39]1. The catalyst is CN(C)C=O.O. The product is [Cl:1][C:2]1[C:3]([O:12][C:13]2[CH:18]=[C:17]([O:19][CH2:36][CH2:37][CH:38]3[O:42][CH2:41][CH2:40][O:39]3)[CH:16]=[CH:15][C:14]=2/[CH:20]=[CH:21]/[C:22]([O:24][CH2:25][CH3:26])=[O:23])=[N:4][CH:5]=[C:6]([C:8]([F:9])([F:11])[F:10])[CH:7]=1. The yield is 0.730. (3) The reactants are [CH3:1][C:2]1[C:7]([F:8])=[C:6]([F:9])[C:5]([C:10]2[C:15]([F:16])=[C:14]([F:17])[C:13]([F:18])=[C:12]([F:19])[C:11]=2[F:20])=[C:4]([F:21])[C:3]=1[F:22].[Br:23]N1C(=O)CCC1=O.CC(N=NC(C#N)(C)C)(C#N)C. No catalyst specified. The product is [Br:23][CH2:1][C:2]1[C:3]([F:22])=[C:4]([F:21])[C:5]([C:10]2[C:15]([F:16])=[C:14]([F:17])[C:13]([F:18])=[C:12]([F:19])[C:11]=2[F:20])=[C:6]([F:9])[C:7]=1[F:8]. The yield is 0.600. (4) The reactants are Br[C:2]1[C:7]([Br:8])=[CH:6][C:5]([Cl:9])=[CH:4][N:3]=1.[Cu][C:11]#[N:12].C(#N)CC. No catalyst specified. The product is [Br:8][C:7]1[C:2]([C:11]#[N:12])=[N:3][CH:4]=[C:5]([Cl:9])[CH:6]=1. The yield is 1.00. (5) The reactants are Cl[C:2]1[N:3]=[C:4]([N:18]2[CH2:22][CH2:21][CH:20]([N:23]([CH3:31])[C:24](=[O:30])[O:25][C:26]([CH3:29])([CH3:28])[CH3:27])[CH2:19]2)[C:5]2[CH2:10][CH2:9][CH:8]([C:11]3[CH:16]=[CH:15][C:14]([F:17])=[CH:13][CH:12]=3)[C:6]=2[N:7]=1.[Cl:32][C:33]1[N:34]=[CH:35][N:36]([C:38]2[CH:44]=[CH:43][C:41]([NH2:42])=[CH:40][C:39]=2[O:45][CH3:46])[CH:37]=1. No catalyst specified. The product is [Cl:32][C:33]1[N:34]=[CH:35][N:36]([C:38]2[CH:44]=[CH:43][C:41]([NH:42][C:2]3[N:3]=[C:4]([N:18]4[CH2:22][CH2:21][CH:20]([N:23]([CH3:31])[C:24](=[O:30])[O:25][C:26]([CH3:27])([CH3:29])[CH3:28])[CH2:19]4)[C:5]4[CH2:10][CH2:9][CH:8]([C:11]5[CH:12]=[CH:13][C:14]([F:17])=[CH:15][CH:16]=5)[C:6]=4[N:7]=3)=[CH:40][C:39]=2[O:45][CH3:46])[CH:37]=1. The yield is 0.495. (6) The reactants are COCCOC[O:7][C:8]1[C:9]([Se:22][C:23]2[CH:33]=[CH:32][C:26]([C:27]([O:29][CH2:30][CH3:31])=[O:28])=[CH:25][CH:24]=2)=[CH:10][C:11]2[C:12]([CH3:21])([CH3:20])[CH2:13][CH2:14][C:15]([CH3:19])([CH3:18])[C:16]=2[CH:17]=1.S(=O)(=O)(O)O.CO. The catalyst is C1COCC1. The product is [OH:7][C:8]1[C:9]([Se:22][C:23]2[CH:33]=[CH:32][C:26]([C:27]([O:29][CH2:30][CH3:31])=[O:28])=[CH:25][CH:24]=2)=[CH:10][C:11]2[C:12]([CH3:20])([CH3:21])[CH2:13][CH2:14][C:15]([CH3:19])([CH3:18])[C:16]=2[CH:17]=1. The yield is 0.970.